From a dataset of Forward reaction prediction with 1.9M reactions from USPTO patents (1976-2016). Predict the product of the given reaction. (1) Given the reactants [CH3:1][O:2][C:3]1[CH:8]=[CH:7][C:6]([C:9]2[C:13]([CH:14]=O)=[CH:12][NH:11][N:10]=2)=[CH:5][CH:4]=1.[CH3:16][CH:17]([CH3:33])[C:18]([NH:20][C:21]1[CH:26]=[CH:25][CH:24]=[C:23]([CH:27]2[CH2:32][CH2:31][NH:30][CH2:29][CH2:28]2)[CH:22]=1)=[O:19], predict the reaction product. The product is: [CH3:1][O:2][C:3]1[CH:4]=[CH:5][C:6]([C:9]2[C:13]([CH2:14][N:30]3[CH2:31][CH2:32][CH:27]([C:23]4[CH:22]=[C:21]([NH:20][C:18](=[O:19])[CH:17]([CH3:16])[CH3:33])[CH:26]=[CH:25][CH:24]=4)[CH2:28][CH2:29]3)=[CH:12][NH:11][N:10]=2)=[CH:7][CH:8]=1. (2) Given the reactants [CH2:1]([N:8](CC1C=CC=CC=1)[CH2:9][CH2:10][O:11][C:12]([F:18])([F:17])[C:13](OC)=[O:14])[C:2]1[CH:7]=[CH:6][CH:5]=[CH:4][CH:3]=1, predict the reaction product. The product is: [CH2:1]([N:8]1[CH2:9][CH2:10][O:11][C:12]([F:18])([F:17])[C:13]1=[O:14])[C:2]1[CH:7]=[CH:6][CH:5]=[CH:4][CH:3]=1. (3) The product is: [O:1]([C:2]1[CH:3]=[C:4]2[C:9](=[CH:10][CH:11]=1)[N:8]=[CH:7][C:6]([C:12]([O:14][CH3:15])=[O:13])=[CH:5]2)[C:23]1[CH:28]=[CH:27][CH:26]=[CH:25][CH:24]=1. Given the reactants [OH:1][C:2]1[CH:3]=[C:4]2[C:9](=[CH:10][CH:11]=1)[N:8]=[CH:7][C:6]([C:12]([O:14][CH3:15])=[O:13])=[CH:5]2.C(N(CC)CC)C.[C:23]1(B(O)O)[CH:28]=[CH:27][CH:26]=[CH:25][CH:24]=1, predict the reaction product. (4) Given the reactants [OH:1][CH2:2][CH2:3][C:4]#[C:5][C:6]1[CH:18]=[C:17]2[C:9]([C:10]3[CH:11]=[CH:12][C:13]([OH:21])=[CH:14][C:15]=3[C:16]2([CH3:20])[CH3:19])=[CH:8][CH:7]=1, predict the reaction product. The product is: [OH:1][CH2:2][CH2:3][CH2:4][CH2:5][C:6]1[CH:18]=[C:17]2[C:9]([C:10]3[CH:11]=[CH:12][C:13]([OH:21])=[CH:14][C:15]=3[C:16]2([CH3:19])[CH3:20])=[CH:8][CH:7]=1. (5) Given the reactants [CH3:1][O:2][C:3]1[CH:4]=[CH:5][C:6]2[O:10][C:9]([CH:11]([NH:16][C:17]3[CH:22]=[CH:21][C:20]([C:23]([NH:25][CH2:26][CH2:27][C:28]([O:30]CC)=[O:29])=[O:24])=[CH:19][CH:18]=3)[CH2:12][CH:13]([CH3:15])[CH3:14])=[C:8]([CH3:33])[C:7]=2[CH:34]=1.O1CCCC1.[OH-].[Na+], predict the reaction product. The product is: [CH3:1][O:2][C:3]1[CH:4]=[CH:5][C:6]2[O:10][C:9]([CH:11]([NH:16][C:17]3[CH:18]=[CH:19][C:20]([C:23]([NH:25][CH2:26][CH2:27][C:28]([OH:30])=[O:29])=[O:24])=[CH:21][CH:22]=3)[CH2:12][CH:13]([CH3:15])[CH3:14])=[C:8]([CH3:33])[C:7]=2[CH:34]=1. (6) Given the reactants [C:1]1([C:7]2[C:8]([C:16]3[CH:23]=[CH:22][C:19]([CH:20]=O)=[CH:18][CH:17]=3)=[N:9][C:10]3[N:11]([CH:13]=[CH:14][N:15]=3)[CH:12]=2)[CH:6]=[CH:5][CH:4]=[CH:3][CH:2]=1.[NH:24]([C:26]([CH:28]1[CH2:33][CH2:32][N:31](C(OC(C)(C)C)=O)[CH2:30][CH2:29]1)=O)[NH2:25].[N:41]1[CH:46]=[CH:45][CH:44]=[CH:43][C:42]=1[C:47]#[N:48].[BH-](OC(C)=O)(OC(C)=O)OC(C)=O.[Na+], predict the reaction product. The product is: [C:1]1([C:7]2[C:8]([C:16]3[CH:23]=[CH:22][C:19]([CH2:20][N:31]4[CH2:30][CH2:29][CH:28]([C:26]5[NH:24][N:25]=[C:47]([C:42]6[CH:43]=[CH:44][CH:45]=[CH:46][N:41]=6)[N:48]=5)[CH2:33][CH2:32]4)=[CH:18][CH:17]=3)=[N:9][C:10]3[N:11]([CH:13]=[CH:14][N:15]=3)[CH:12]=2)[CH:6]=[CH:5][CH:4]=[CH:3][CH:2]=1. (7) The product is: [Br:4][CH2:3][C:11]1[CH:10]=[CH:9][C:8]([O:12][CH3:13])=[CH:7][C:6]=1[I:5]. Given the reactants CO[CH2:3][Br:4].[I:5][C:6]1[CH:7]=[C:8]([O:12][CH3:13])[CH:9]=[CH:10][CH:11]=1.IC1C=C(O)C=CC=1C[C@@H](C(O)=O)N, predict the reaction product. (8) Given the reactants C1COCC1.[C:6]1([CH3:14])[CH:11]=[CH:10][CH:9]=[CH:8][C:7]=1[Mg]Cl.Cl[C:16]1[CH:21]=[CH:20][CH:19]=[CH:18][CH:17]=1, predict the reaction product. The product is: [C:6]1([C:14]2[CH:20]=[CH:21][CH:16]=[CH:17][C:18]=2[CH3:19])[CH:11]=[CH:10][CH:9]=[CH:8][CH:7]=1.